This data is from TCR-epitope binding with 47,182 pairs between 192 epitopes and 23,139 TCRs. The task is: Binary Classification. Given a T-cell receptor sequence (or CDR3 region) and an epitope sequence, predict whether binding occurs between them. (1) The epitope is FTISVTTEIL. The TCR CDR3 sequence is CSGGTGVSYNEQFF. Result: 1 (the TCR binds to the epitope). (2) The epitope is LPRRSGAAGA. The TCR CDR3 sequence is CASSQEAESSYEQYF. Result: 1 (the TCR binds to the epitope).